From a dataset of Reaction yield outcomes from USPTO patents with 853,638 reactions. Predict the reaction yield, written as a fraction of the theoretical maximum amount of product (1.0 means a 100% yield; for example, 0.34 means a 34% yield). The reactants are Cl[C:2]1[CH:7]=[CH:6][N:5]=[C:4]2[CH:8]=[C:9]([C:11]3[CH:12]=[N:13][C:14](=[O:25])[N:15]([CH2:17][CH2:18][N:19]4[CH2:24][CH2:23][O:22][CH2:21][CH2:20]4)[CH:16]=3)[S:10][C:3]=12.[F:26][C:27]1[CH:32]=[C:31]([N+:33]([O-:35])=[O:34])[CH:30]=[CH:29][C:28]=1[OH:36].C([O-])([O-])=O.[K+].[K+]. The catalyst is O(C1C=CC=CC=1)C1C=CC=CC=1. The product is [F:26][C:27]1[CH:32]=[C:31]([N+:33]([O-:35])=[O:34])[CH:30]=[CH:29][C:28]=1[O:36][C:2]1[CH:7]=[CH:6][N:5]=[C:4]2[CH:8]=[C:9]([C:11]3[CH:12]=[N:13][C:14](=[O:25])[N:15]([CH2:17][CH2:18][N:19]4[CH2:24][CH2:23][O:22][CH2:21][CH2:20]4)[CH:16]=3)[S:10][C:3]=12. The yield is 0.260.